From a dataset of Forward reaction prediction with 1.9M reactions from USPTO patents (1976-2016). Predict the product of the given reaction. (1) The product is: [CH:1]([C@H:14]1[N:19]2[CH2:20][CH2:21][N:22]([C:40]([N:39]([CH3:43])[CH3:38])=[O:41])[CH2:23][C@@H:18]2[CH2:17][N:16]([C:24]([O:26][C:27]([CH3:30])([CH3:29])[CH3:28])=[O:25])[CH2:15]1)([C:8]1[CH:13]=[CH:12][CH:11]=[CH:10][CH:9]=1)[C:2]1[CH:7]=[CH:6][CH:5]=[CH:4][CH:3]=1. Given the reactants [CH:1]([C@H:14]1[N:19]2[CH2:20][CH2:21][NH:22][CH2:23][C@H:18]2[CH2:17][N:16]([C:24]([O:26][C:27]([CH3:30])([CH3:29])[CH3:28])=[O:25])[CH2:15]1)([C:8]1[CH:13]=[CH:12][CH:11]=[CH:10][CH:9]=1)[C:2]1[CH:7]=[CH:6][CH:5]=[CH:4][CH:3]=1.C(N(CC)CC)C.[CH3:38][N:39]([CH3:43])[C:40](Cl)=[O:41], predict the reaction product. (2) Given the reactants [O:1]1[C:10]2[CH:9]=[C:8]([CH2:11][N:12]([CH:20]3[CH2:25][CH2:24][N:23]([CH2:26][CH2:27][N:28]4[C:37]5[C:32](=[CH:33][CH:34]=[C:35]([O:38][CH3:39])[N:36]=5)[CH:31]=[CH:30][C:29]4=[O:40])[CH2:22][CH2:21]3)C(=O)OC(C)(C)C)[N:7]=[CH:6][C:5]=2[O:4][CH2:3][CH2:2]1.CC[NH+](CC)CC.CC[NH+](CC)CC.C([O-])([O-])=O.C(O)(C(F)(F)F)=O.[Cl:66]CCl, predict the reaction product. The product is: [ClH:66].[ClH:66].[O:1]1[C:10]2[CH:9]=[C:8]([CH2:11][NH:12][CH:20]3[CH2:21][CH2:22][N:23]([CH2:26][CH2:27][N:28]4[C:37]5[C:32](=[CH:33][CH:34]=[C:35]([O:38][CH3:39])[N:36]=5)[CH:31]=[CH:30][C:29]4=[O:40])[CH2:24][CH2:25]3)[N:7]=[CH:6][C:5]=2[O:4][CH2:3][CH2:2]1. (3) Given the reactants [NH2:1][C:2]1[C:3]([C:7]([NH:9][CH3:10])=[O:8])=[N:4][NH:5][CH:6]=1.C(N(CC)CC)C.[C:18]1([C:28]2[CH:33]=[CH:32][CH:31]=[CH:30][CH:29]=2)[CH:23]=[CH:22][C:21]([S:24](Cl)(=[O:26])=[O:25])=[CH:20][CH:19]=1.C(=O)([O-])O.[Na+], predict the reaction product. The product is: [C:18]1([C:28]2[CH:33]=[CH:32][CH:31]=[CH:30][CH:29]=2)[CH:23]=[CH:22][C:21]([S:24]([NH:1][C:2]2[C:3]([C:7]([NH:9][CH3:10])=[O:8])=[N:4][NH:5][CH:6]=2)(=[O:26])=[O:25])=[CH:20][CH:19]=1. (4) Given the reactants [CH2:1]([N:8]1[C:20]2[C:19]3[N:18]=[CH:17][CH:16]=[CH:15][C:14]=3[N:13]=[CH:12][C:11]=2[N:10]=[C:9]1S(C)(=O)=O)[C:2]1[CH:7]=[CH:6][CH:5]=[CH:4][CH:3]=1.[CH2:25]([OH:27])[CH3:26].[O-]CC.[Na+], predict the reaction product. The product is: [CH2:1]([N:8]1[C:20]2[C:19]3[N:18]=[CH:17][CH:16]=[CH:15][C:14]=3[N:13]=[CH:12][C:11]=2[N:10]=[C:9]1[O:27][CH2:25][CH3:26])[C:2]1[CH:7]=[CH:6][CH:5]=[CH:4][CH:3]=1. (5) Given the reactants [Cl:1][C:2]1[CH:3]=[C:4]([CH:37]=[CH:38][CH:39]=1)[O:5][C:6]1[S:27][C:9]2[N:10]([CH3:26])[C:11](=[O:25])[N:12]([CH2:15][CH2:16][CH2:17]OC3CCCCO3)[C:13](=[O:14])[C:8]=2[C:7]=1[CH:28]([C:30]1[CH:35]=[CH:34][C:33]([Cl:36])=[CH:32][CH:31]=1)O.[SiH](CC)(CC)CC.[C:47]([OH:53])([C:49]([F:52])([F:51])[F:50])=[O:48], predict the reaction product. The product is: [F:50][C:49]([F:52])([F:51])[C:47]([O:53][CH2:17][CH2:16][CH2:15][N:12]1[C:13](=[O:14])[C:8]2[C:7]([CH2:28][C:30]3[CH:31]=[CH:32][C:33]([Cl:36])=[CH:34][CH:35]=3)=[C:6]([O:5][C:4]3[CH:37]=[CH:38][CH:39]=[C:2]([Cl:1])[CH:3]=3)[S:27][C:9]=2[N:10]([CH3:26])[C:11]1=[O:25])=[O:48]. (6) The product is: [Br:1][C:2]1[C:3]([O:9][CH3:10])=[N:4][C:5]([NH:13][C:14]2[CH:15]=[C:16]([O:23][CH3:24])[CH:17]=[C:18]([O:31][CH3:29])[CH:19]=2)=[N:6][CH:7]=1. Given the reactants [Br:1][C:2]1[C:3]([O:9][CH3:10])=[N:4][C:5](Cl)=[N:6][CH:7]=1.CO[N:13](OC)[C:14]1[CH:19]=[CH:18][CH:17]=[CH:16][CH:15]=1.Cl.[O:23]1CCOC[CH2:24]1.[CH2:29]([O:31]CC)C, predict the reaction product. (7) Given the reactants [S:1]1[C:5]2[CH:6]=[CH:7][CH:8]=[CH:9][C:4]=2[N:3]=[C:2]1[CH2:10][CH2:11][CH2:12][C:13]([OH:15])=[O:14].Cl.[CH3:17]O, predict the reaction product. The product is: [S:1]1[C:5]2[CH:6]=[CH:7][CH:8]=[CH:9][C:4]=2[N:3]=[C:2]1[CH2:10][CH2:11][CH2:12][C:13]([O:15][CH3:17])=[O:14]. (8) Given the reactants [CH:1](N1[CH2:17][CH:16]([OH:18])C1)([C:8]1C=CC=C[CH:9]=1)[C:2]1[CH:7]=CC=C[CH:3]=1.FC(F)(F)C1C=CC=C[C:22]=1[CH:23]([OH:31])C1C=CC(C)=CC=1.C(N1CC(OC(C2C=CC(Cl)=CC=2)C2C=CC(Cl)=CC=2Cl)C1)(C1C=CC=CC=1)C1C=CC=CC=1, predict the reaction product. The product is: [C:23]([O:18][CH2:16][CH3:17])(=[O:31])[CH3:22].[CH3:9][CH2:8][CH2:1][CH:2]([CH3:7])[CH3:3]. (9) The product is: [F:34][C:20]1([F:19])[C:28]2[C:23](=[CH:24][CH:25]=[C:26]([F:32])[C:27]=2[CH:29]([O:31][C@:8]23[CH2:7][CH2:6][CH2:5][C@@:10]2([CH2:9][CH:11]=[CH2:12])[CH2:2][CH2:3][O:17]3)[CH3:30])[NH:22][C:21]1=[O:33]. Given the reactants F[C:2]1(F)[C:10]2[C:5](=[CH:6][CH:7]=[CH:8][C:9]=2[CH:11](O)[C:12](F)(F)F)N[C:3]1=[O:17].[F:19][C:20]1([F:34])[C:28]2[C:23](=[CH:24][CH:25]=[C:26]([F:32])[C:27]=2[CH:29]([OH:31])[CH3:30])[NH:22][C:21]1=[O:33], predict the reaction product.